Dataset: NCI-60 drug combinations with 297,098 pairs across 59 cell lines. Task: Regression. Given two drug SMILES strings and cell line genomic features, predict the synergy score measuring deviation from expected non-interaction effect. Drug 1: C#CCC(CC1=CN=C2C(=N1)C(=NC(=N2)N)N)C3=CC=C(C=C3)C(=O)NC(CCC(=O)O)C(=O)O. Drug 2: C1=NNC2=C1C(=O)NC=N2. Cell line: PC-3. Synergy scores: CSS=25.4, Synergy_ZIP=-1.06, Synergy_Bliss=-0.891, Synergy_Loewe=-47.7, Synergy_HSA=0.0674.